The task is: Predict the product of the given reaction.. This data is from Forward reaction prediction with 1.9M reactions from USPTO patents (1976-2016). (1) Given the reactants [CH2:1]([CH:8]([CH2:15][C:16]1[CH:21]=[CH:20][CH:19]=[CH:18][CH:17]=1)[CH2:9][C:10]([O:12]CC)=[O:11])[C:2]1[CH:7]=[CH:6][CH:5]=[CH:4][CH:3]=1.[OH-].[K+].Cl, predict the reaction product. The product is: [CH2:15]([CH:8]([CH2:1][C:2]1[CH:7]=[CH:6][CH:5]=[CH:4][CH:3]=1)[CH2:9][C:10]([OH:12])=[O:11])[C:16]1[CH:17]=[CH:18][CH:19]=[CH:20][CH:21]=1. (2) Given the reactants [CH3:1][N:2]([CH3:70])[C@@H:3]([CH:67]([CH3:69])[CH3:68])[C:4]([NH:6][C@@H:7]([CH:64]([CH3:66])[CH3:65])[C:8]([N:10]([C@@H:12]([C@@H:60]([CH3:63])[CH2:61][CH3:62])[C@H:13]([O:58][CH3:59])[CH2:14][C:15]([N:17]1[CH2:21][CH2:20][CH2:19][C@H:18]1[C@H:22]([O:56][CH3:57])[C@@H:23]([CH3:55])[C:24](=[O:54])[NH:25][C@@H:26]([CH2:47][C:48]1[CH:53]=[CH:52][CH:51]=[CH:50][CH:49]=1)[C:27](=[O:46])[NH:28][S:29]([CH2:32][C:33]1[CH:38]=[CH:37][C:36]([NH:39]C(=O)C(F)(F)F)=[CH:35][CH:34]=1)(=[O:31])=[O:30])=[O:16])[CH3:11])=[O:9])=[O:5].NC1C=CC(CS([O-])(=O)=O)=CC=1, predict the reaction product. The product is: [NH2:39][C:36]1[CH:35]=[CH:34][C:33]([CH2:32][S:29]([NH:28][C:27](=[O:46])[C@@H:26]([NH:25][C:24](=[O:54])[C@H:23]([CH3:55])[C@H:22]([C@@H:18]2[CH2:19][CH2:20][CH2:21][N:17]2[C:15](=[O:16])[CH2:14][C@@H:13]([O:58][CH3:59])[C@@H:12]([N:10]([CH3:11])[C:8](=[O:9])[C@@H:7]([NH:6][C:4](=[O:5])[C@@H:3]([N:2]([CH3:70])[CH3:1])[CH:67]([CH3:68])[CH3:69])[CH:64]([CH3:65])[CH3:66])[C@@H:60]([CH3:63])[CH2:61][CH3:62])[O:56][CH3:57])[CH2:47][C:48]2[CH:49]=[CH:50][CH:51]=[CH:52][CH:53]=2)(=[O:31])=[O:30])=[CH:38][CH:37]=1. (3) Given the reactants [C:1]([O:7][C@H:8]([CH3:13])[C:9]([O:11]C)=O)(=[O:6])[C:2]([CH3:5])([CH3:4])[CH3:3].[Cl:14][CH2:15]C([O-])=O.[Na+].C(N(CC)CC)C.C([Mg]Cl)(C)(C)C.Cl, predict the reaction product. The product is: [Cl:14][CH2:15][C:9](=[O:11])[C@H:8]([O:7][C:1](=[O:6])[C:2]([CH3:3])([CH3:4])[CH3:5])[CH3:13]. (4) Given the reactants [Cl:1][C:2]1[C:11]([N+:12]([O-])=O)=[C:10]([NH:15][CH2:16][CH2:17][NH:18][C:19](=[O:25])[O:20][C:21]([CH3:24])([CH3:23])[CH3:22])[C:9]2[C:4](=[CH:5][CH:6]=[CH:7][CH:8]=2)[N:3]=1, predict the reaction product. The product is: [NH2:12][C:11]1[C:2]([Cl:1])=[N:3][C:4]2[C:9]([C:10]=1[NH:15][CH2:16][CH2:17][NH:18][C:19](=[O:25])[O:20][C:21]([CH3:22])([CH3:23])[CH3:24])=[CH:8][CH:7]=[CH:6][CH:5]=2. (5) The product is: [F:67][C:56]([F:55])([F:66])[C:22]([OH:24])=[O:23].[CH:1]1([C:4]2[C:12]3[CH:11]=[C:10]([CH2:13][CH2:14][CH2:15][CH2:16][N:17]4[CH:21]=[C:20]([C:22]([NH:65][CH2:64][C:60]5[CH:61]=[CH:62][CH:63]=[C:58]([O:57][C:56]([F:55])([F:66])[F:67])[CH:59]=5)=[O:24])[N:19]=[N:18]4)[N:9]=[N:8][C:7]=3[NH:6][C:5]=2[C:25]2[CH:30]=[CH:29][CH:28]=[CH:27][N:26]=2)[CH2:2][CH2:3]1. Given the reactants [CH:1]1([C:4]2[C:12]3[CH:11]=[C:10]([CH2:13][CH2:14][CH2:15][CH2:16][N:17]4[CH:21]=[C:20]([C:22]([OH:24])=[O:23])[N:19]=[N:18]4)[N:9]=[N:8][C:7]=3[NH:6][C:5]=2[C:25]2[CH:30]=[CH:29][CH:28]=[CH:27][N:26]=2)[CH2:3][CH2:2]1.CN(C(ON1N=NC2C=CC=NC1=2)=[N+](C)C)C.F[P-](F)(F)(F)(F)F.[F:55][C:56]([F:67])([F:66])[O:57][C:58]1[CH:59]=[C:60]([CH2:64][NH2:65])[CH:61]=[CH:62][CH:63]=1.CCN(C(C)C)C(C)C, predict the reaction product.